Dataset: Reaction yield outcomes from USPTO patents with 853,638 reactions. Task: Predict the reaction yield, written as a fraction of the theoretical maximum amount of product (1.0 means a 100% yield; for example, 0.34 means a 34% yield). (1) The product is [Br:18][C:19]1[C:20]([OH:28])=[C:21]([C:24](=[O:25])[CH2:10][C:9]([N:12]2[CH2:17][CH2:16][O:15][CH2:14][CH2:13]2)=[O:11])[S:22][CH:23]=1. The reactants are C([N-]C(C)C)(C)C.[Li+].[C:9]([N:12]1[CH2:17][CH2:16][O:15][CH2:14][CH2:13]1)(=[O:11])[CH3:10].[Br:18][C:19]1[C:20]([OH:28])=[C:21]([C:24](OC)=[O:25])[S:22][CH:23]=1. The yield is 1.38. The catalyst is O1CCCC1. (2) The reactants are [CH3:1][CH:2]([O:4][CH2:5][CH2:6][CH2:7][NH:8][CH2:9][C:10]1[S:14][C:13](B(O)O)=[CH:12][CH:11]=1)[CH3:3].Br[C:19]1[CH:20]=[C:21]2[C:25](=[C:26]([C:28]([NH2:30])=[O:29])[CH:27]=1)[NH:24][CH:23]=[C:22]2[CH:31]1[CH2:36][CH2:35][N:34]([S:37]([CH2:40][CH3:41])(=[O:39])=[O:38])[CH2:33][CH2:32]1.C([O-])([O-])=O.[K+].[K+]. The catalyst is C1C=CC([P]([Pd]([P](C2C=CC=CC=2)(C2C=CC=CC=2)C2C=CC=CC=2)([P](C2C=CC=CC=2)(C2C=CC=CC=2)C2C=CC=CC=2)[P](C2C=CC=CC=2)(C2C=CC=CC=2)C2C=CC=CC=2)(C2C=CC=CC=2)C2C=CC=CC=2)=CC=1. The product is [CH2:40]([S:37]([N:34]1[CH2:33][CH2:32][CH:31]([C:22]2[C:21]3[C:25](=[C:26]([C:28]([NH2:30])=[O:29])[CH:27]=[C:19]([C:13]4[S:14][C:10]([CH2:9][NH:8][CH2:7][CH2:6][CH2:5][O:4][CH:2]([CH3:3])[CH3:1])=[CH:11][CH:12]=4)[CH:20]=3)[NH:24][CH:23]=2)[CH2:36][CH2:35]1)(=[O:39])=[O:38])[CH3:41]. The yield is 0.0900. (3) The reactants are Br[CH2:2][C:3]1[CH:8]=[CH:7][CH:6]=[C:5]([CH2:9][Br:10])[N:4]=1.[O:11]1[CH2:15][CH2:14][C@H:13]([OH:16])[CH2:12]1. No catalyst specified. The product is [Br:10][CH2:9][C:5]1[CH:6]=[CH:7][CH:8]=[C:3]([CH2:2][O:16][C@H:13]2[CH2:14][CH2:15][O:11][CH2:12]2)[N:4]=1. The yield is 0.240. (4) The reactants are C([O:8][C:9]1[C:14](=[O:15])[N:13]=[C:12]([CH2:16][C:17]2([N:22]3[C:26]4=[N:27][CH:28]=[CH:29][CH:30]=[C:25]4[CH:24]=[CH:23]3)[CH2:21][CH2:20][CH2:19][CH2:18]2)[N:11]2[CH2:31][CH2:32][N:33]([CH3:36])[C:34](=[O:35])[C:10]=12)C1C=CC=CC=1.[H][H].CO. The catalyst is C(O)C.ClCCl.[Pd]. The product is [OH:8][C:9]1[C:14](=[O:15])[N:13]=[C:12]([CH2:16][C:17]2([N:22]3[C:26]4=[N:27][CH:28]=[CH:29][CH:30]=[C:25]4[CH:24]=[CH:23]3)[CH2:21][CH2:20][CH2:19][CH2:18]2)[N:11]2[CH2:31][CH2:32][N:33]([CH3:36])[C:34](=[O:35])[C:10]=12. The yield is 0.780. (5) The reactants are [Cl:1][C:2]1[CH:10]=[C:9]2[C:5]([C:6]([C:11]3[N:12]=[C:13]4[C:19]([CH:20]=[O:21])=[CH:18][N:17]([CH2:22][O:23][CH2:24][CH2:25][Si:26]([CH3:29])([CH3:28])[CH3:27])[C:14]4=[N:15][CH:16]=3)=[N:7][NH:8]2)=[C:4]([F:30])[CH:3]=1.[H-].[Na+].Cl.[CH3:34][N:35]([CH2:37][CH2:38]Cl)[CH3:36].[I-].[K+]. The catalyst is CN(C=O)C.C(OCC)(=O)C.O. The product is [Cl:1][C:2]1[CH:10]=[C:9]2[C:5]([C:6]([C:11]3[N:12]=[C:13]4[C:19]([CH:20]=[O:21])=[CH:18][N:17]([CH2:22][O:23][CH2:24][CH2:25][Si:26]([CH3:27])([CH3:29])[CH3:28])[C:14]4=[N:15][CH:16]=3)=[N:7][N:8]2[CH2:38][CH2:37][N:35]([CH3:36])[CH3:34])=[C:4]([F:30])[CH:3]=1. The yield is 0.400. (6) The reactants are [BH4-].[Na+].[NH2:3][C:4]([C:6]1[C:7]([C:21]2[CH:26]=[CH:25][C:24]([N+:27]([O-:29])=[O:28])=[CH:23][CH:22]=2)=[N:8][S:9][C:10]=1[NH:11][C:12]([NH:14][CH2:15][CH2:16][C:17](OC)=[O:18])=[O:13])=[O:5].CO. The catalyst is O1CCCC1. The product is [OH:18][CH2:17][CH2:16][CH2:15][NH:14][C:12]([NH:11][C:10]1[S:9][N:8]=[C:7]([C:21]2[CH:26]=[CH:25][C:24]([N+:27]([O-:29])=[O:28])=[CH:23][CH:22]=2)[C:6]=1[C:4]([NH2:3])=[O:5])=[O:13]. The yield is 0.800. (7) The reactants are Cl[C:2]1[N:9]=[C:8]([CH3:10])[CH:7]=[C:6]([OH:11])[C:3]=1[C:4]#[N:5].[CH3:12][O-:13].[Na+]. The catalyst is CO. The product is [OH:11][C:6]1[C:3]([C:4]#[N:5])=[C:2]([O:13][CH3:12])[N:9]=[C:8]([CH3:10])[CH:7]=1. The yield is 1.00. (8) The reactants are [NH:1]1[C:9]2[C:4](=[CH:5][C:6]([C:10]#[N:11])=[CH:7][CH:8]=2)[CH:3]=[CH:2]1.O. The catalyst is C(#N)C. The product is [CH:5]1[C:6]([C:10]#[N:11])=[CH:7][CH:8]=[C:9]2[C:4]=1[C:3]1[C:2]([NH:1]2)=[C:2]2[NH:1][C:9]3[CH:8]=[CH:7][C:6]([C:10]#[N:11])=[CH:5][C:4]=3[C:3]2=[C:2]2[NH:1][C:9]3[CH:8]=[CH:7][C:6]([C:10]#[N:11])=[CH:5][C:4]=3[C:3]=12. The yield is 0.860. (9) The reactants are [CH3:1][C:2]1[S:6][C:5]2[CH2:7][C:8]3[CH:9]=[CH:10][CH:11]=[CH:12][C:13]=3[C:4]=2[CH:3]=1.[Li]CCCC.[CH3:19][Si:20]([CH3:23])(Cl)[Cl:21]. The catalyst is CCOCC.CCCCCC. The product is [Cl:21][Si:20]([CH3:23])([CH3:19])[CH:7]1[C:5]2[S:6][C:2]([CH3:1])=[CH:3][C:4]=2[C:13]2[CH:12]=[CH:11][CH:10]=[CH:9][C:8]1=2. The yield is 0.890. (10) The reactants are [NH:1]1[C:9]2[C:4](=[CH:5][CH:6]=[C:7]([NH2:10])[CH:8]=2)[CH:3]=[N:2]1.[Cl:11][C:12]1[N:17]=[C:16]([NH2:18])[N:15]=[C:14](NC2C=CC(Cl)=CC=2)[CH:13]=1. No catalyst specified. The product is [Cl:11][C:12]1[N:17]=[C:16]([NH2:18])[N:15]=[C:14]([NH:10][C:7]2[CH:8]=[C:9]3[C:4]([CH:3]=[N:2][NH:1]3)=[CH:5][CH:6]=2)[CH:13]=1. The yield is 0.420.